Dataset: Forward reaction prediction with 1.9M reactions from USPTO patents (1976-2016). Task: Predict the product of the given reaction. Given the reactants I[C:2]1[N:3]=[CH:4][N:5]2[CH:10]=[C:9]([CH3:11])[CH:8]=[CH:7][C:6]=12.C([Mg]Cl)(C)C.[CH2:17]([Sn:21]([CH2:27][CH2:28][CH2:29][CH3:30])([CH2:23][CH2:24][CH2:25][CH3:26])Cl)[CH2:18][CH2:19][CH3:20], predict the reaction product. The product is: [CH3:11][C:9]1[CH:8]=[CH:7][C:6]2[N:5]([CH:4]=[N:3][C:2]=2[Sn:21]([CH2:23][CH2:24][CH2:25][CH3:26])([CH2:27][CH2:28][CH2:29][CH3:30])[CH2:17][CH2:18][CH2:19][CH3:20])[CH:10]=1.